Binary Classification. Given a drug SMILES string, predict its activity (active/inactive) in a high-throughput screening assay against a specified biological target. From a dataset of KCNQ2 potassium channel screen with 302,405 compounds. (1) The drug is O(c1c(NC(=O)CC(=O)c2cc([N+]([O-])=O)ccc2)cccc1)C. The result is 0 (inactive). (2) The compound is s1c(NC(=O)C2CN(C(=O)C2)c2cc(c(cc2)C)C)nnc1SCC(=O)N. The result is 0 (inactive). (3) The compound is O=C(NCc1cccnc1)Nc1cc(ccc1)C(=O)C. The result is 0 (inactive). (4) The molecule is O(c1ncnc(OCc2ccccc2)c1C(O)C)Cc1ccccc1. The result is 0 (inactive). (5) The molecule is S(=O)(=O)(c1c(cc(nc1Oc1c(c(ccc1)C)C)C)C)c1ccc(cc1)C. The result is 0 (inactive). (6) The molecule is O=C(NCC(OCC)=O)C1CCCN(C1)c1ncccn1. The result is 0 (inactive).